Dataset: NCI-60 drug combinations with 297,098 pairs across 59 cell lines. Task: Regression. Given two drug SMILES strings and cell line genomic features, predict the synergy score measuring deviation from expected non-interaction effect. (1) Drug 1: C1=CC(=CC=C1CCC2=CNC3=C2C(=O)NC(=N3)N)C(=O)NC(CCC(=O)O)C(=O)O. Drug 2: C1=NC(=NC(=O)N1C2C(C(C(O2)CO)O)O)N. Cell line: MOLT-4. Synergy scores: CSS=62.4, Synergy_ZIP=0.281, Synergy_Bliss=-0.883, Synergy_Loewe=-13.8, Synergy_HSA=-0.798. (2) Drug 1: CCCS(=O)(=O)NC1=C(C(=C(C=C1)F)C(=O)C2=CNC3=C2C=C(C=N3)C4=CC=C(C=C4)Cl)F. Drug 2: C1CNP(=O)(OC1)N(CCCl)CCCl. Cell line: ACHN. Synergy scores: CSS=9.45, Synergy_ZIP=-0.857, Synergy_Bliss=2.85, Synergy_Loewe=-8.16, Synergy_HSA=-0.182.